This data is from NCI-60 drug combinations with 297,098 pairs across 59 cell lines. The task is: Regression. Given two drug SMILES strings and cell line genomic features, predict the synergy score measuring deviation from expected non-interaction effect. (1) Drug 1: C1CCN(CC1)CCOC2=CC=C(C=C2)C(=O)C3=C(SC4=C3C=CC(=C4)O)C5=CC=C(C=C5)O. Drug 2: C1=CC(=CC=C1C#N)C(C2=CC=C(C=C2)C#N)N3C=NC=N3. Cell line: CAKI-1. Synergy scores: CSS=6.67, Synergy_ZIP=-1.54, Synergy_Bliss=1.36, Synergy_Loewe=2.20, Synergy_HSA=0.972. (2) Drug 1: C1CCC(CC1)NC(=O)N(CCCl)N=O. Drug 2: CC1C(C(=O)NC(C(=O)N2CCCC2C(=O)N(CC(=O)N(C(C(=O)O1)C(C)C)C)C)C(C)C)NC(=O)C3=C4C(=C(C=C3)C)OC5=C(C(=O)C(=C(C5=N4)C(=O)NC6C(OC(=O)C(N(C(=O)CN(C(=O)C7CCCN7C(=O)C(NC6=O)C(C)C)C)C)C(C)C)C)N)C. Cell line: OVCAR-4. Synergy scores: CSS=2.78, Synergy_ZIP=-0.783, Synergy_Bliss=5.26, Synergy_Loewe=4.78, Synergy_HSA=4.63. (3) Drug 1: CC12CCC3C(C1CCC2=O)CC(=C)C4=CC(=O)C=CC34C. Cell line: UACC-257. Synergy scores: CSS=34.6, Synergy_ZIP=0.585, Synergy_Bliss=2.40, Synergy_Loewe=-1.42, Synergy_HSA=4.69. Drug 2: COC1=CC(=CC(=C1O)OC)C2C3C(COC3=O)C(C4=CC5=C(C=C24)OCO5)OC6C(C(C7C(O6)COC(O7)C8=CC=CS8)O)O. (4) Drug 1: C1=CC(=C2C(=C1NCCNCCO)C(=O)C3=C(C=CC(=C3C2=O)O)O)NCCNCCO. Drug 2: CC1OCC2C(O1)C(C(C(O2)OC3C4COC(=O)C4C(C5=CC6=C(C=C35)OCO6)C7=CC(=C(C(=C7)OC)O)OC)O)O. Cell line: OVCAR-4. Synergy scores: CSS=19.3, Synergy_ZIP=-7.17, Synergy_Bliss=-0.974, Synergy_Loewe=-20.6, Synergy_HSA=2.32. (5) Drug 1: CN1CCC(CC1)COC2=C(C=C3C(=C2)N=CN=C3NC4=C(C=C(C=C4)Br)F)OC. Drug 2: C1CCC(CC1)NC(=O)N(CCCl)N=O. Cell line: RXF 393. Synergy scores: CSS=11.4, Synergy_ZIP=-2.04, Synergy_Bliss=4.65, Synergy_Loewe=3.88, Synergy_HSA=6.26. (6) Cell line: HCT-15. Synergy scores: CSS=29.0, Synergy_ZIP=5.59, Synergy_Bliss=7.96, Synergy_Loewe=2.63, Synergy_HSA=7.01. Drug 1: C1CCC(C1)C(CC#N)N2C=C(C=N2)C3=C4C=CNC4=NC=N3. Drug 2: CC(CN1CC(=O)NC(=O)C1)N2CC(=O)NC(=O)C2. (7) Drug 1: C1C(C(OC1N2C=NC3=C2NC=NCC3O)CO)O. Drug 2: CCC1(C2=C(COC1=O)C(=O)N3CC4=CC5=C(C=CC(=C5CN(C)C)O)N=C4C3=C2)O.Cl. Cell line: SK-MEL-5. Synergy scores: CSS=37.6, Synergy_ZIP=-1.06, Synergy_Bliss=-2.05, Synergy_Loewe=-47.5, Synergy_HSA=-2.81.